From a dataset of NCI-60 drug combinations with 297,098 pairs across 59 cell lines. Regression. Given two drug SMILES strings and cell line genomic features, predict the synergy score measuring deviation from expected non-interaction effect. Drug 1: C1=C(C(=O)NC(=O)N1)N(CCCl)CCCl. Drug 2: CC1CCC2CC(C(=CC=CC=CC(CC(C(=O)C(C(C(=CC(C(=O)CC(OC(=O)C3CCCCN3C(=O)C(=O)C1(O2)O)C(C)CC4CCC(C(C4)OC)OCCO)C)C)O)OC)C)C)C)OC. Cell line: SNB-75. Synergy scores: CSS=36.7, Synergy_ZIP=6.00, Synergy_Bliss=8.57, Synergy_Loewe=9.47, Synergy_HSA=10.4.